The task is: Predict the reaction yield, written as a fraction of the theoretical maximum amount of product (1.0 means a 100% yield; for example, 0.34 means a 34% yield).. This data is from Reaction yield outcomes from USPTO patents with 853,638 reactions. (1) The reactants are [F:1][C:2]1[CH:31]=[CH:30][C:5]([CH2:6][N:7]2[CH2:11][CH2:10][N:9]([C:12]3[CH:16]=[C:15]([C:17](O)=[O:18])[N:14](CC4C=CC(OC)=CC=4)[N:13]=3)[C:8]2=[O:29])=[CH:4][CH:3]=1.O[N:33]1[C:37]2[CH:38]=[CH:39][CH:40]=[CH:41][C:36]=2[N:35]=N1.F[B-](F)(F)F.N1(OC(N(C)C)=[N+](C)C)C2C=CC=CC=2N=N1.C(N(CC)C(C)C)(C)C.N1C=CC=CC=1CN. No catalyst specified. The product is [F:1][C:2]1[CH:3]=[CH:4][C:5]([CH2:6][N:7]2[CH2:11][CH2:10][N:9]([C:12]3[CH:16]=[C:15]([C:17]([NH:35][CH2:36][C:41]4[CH:40]=[CH:39][CH:38]=[CH:37][N:33]=4)=[O:18])[NH:14][N:13]=3)[C:8]2=[O:29])=[CH:30][CH:31]=1. The yield is 0.630. (2) The reactants are [CH:1]([C:3]1[C:4]([NH:15][CH2:16][CH2:17][NH:18][C:19](=[O:21])[CH3:20])=[N:5][C:6]2[C:11]([CH:12]=1)=[CH:10][C:9]([O:13][CH3:14])=[CH:8][CH:7]=2)=[O:2]. The catalyst is C1COCC1. The product is [OH:2][CH2:1][C:3]1[C:4]([NH:15][CH2:16][CH2:17][NH:18][C:19](=[O:21])[CH3:20])=[N:5][C:6]2[C:11]([CH:12]=1)=[CH:10][C:9]([O:13][CH3:14])=[CH:8][CH:7]=2. The yield is 0.760. (3) The reactants are [NH:1]1[C:9]2[C:4](=[CH:5][C:6]([O:10][C:11]3[C:20]4[C:15](=[CH:16][C:17]([O:23][CH3:24])=[C:18]([O:21][CH3:22])[CH:19]=4)[N:14]=[CH:13][CH:12]=3)=[CH:7][CH:8]=2)[CH:3]=[CH:2]1.[H-].[Na+].[F:27][CH2:28][CH2:29][NH:30][C:31](=O)[O:32]C1C=CC=CC=1. No catalyst specified. The product is [F:27][CH2:28][CH2:29][NH:30][C:31]([N:1]1[C:9]2[C:4](=[CH:5][C:6]([O:10][C:11]3[C:20]4[C:15](=[CH:16][C:17]([O:23][CH3:24])=[C:18]([O:21][CH3:22])[CH:19]=4)[N:14]=[CH:13][CH:12]=3)=[CH:7][CH:8]=2)[CH:3]=[CH:2]1)=[O:32]. The yield is 0.188. (4) The reactants are [N+:1]([C:4]1[CH:5]=[C:6]([C:10]23[CH2:16][CH:15]2[CH2:14][O:13]C(=O)N3)[CH:7]=[CH:8][CH:9]=1)([O-:3])=[O:2].O.[OH-].[Li+].[C:21](=[O:24])([OH:23])[NH2:22].Cl.[C:26](=O)=O.[OH-].[Na+]. The catalyst is O.C(O)C. The product is [OH:13][CH2:14][CH:15]1[CH2:16][C:10]1([NH:22][C:21](=[O:23])[O:24][CH3:26])[C:6]1[CH:7]=[CH:8][CH:9]=[C:4]([N+:1]([O-:3])=[O:2])[CH:5]=1. The yield is 0.978. (5) The reactants are [CH3:1][O:2][C:3](=[O:12])[CH2:4][N:5]1[CH2:10][CH2:9][CH:8]([OH:11])[CH2:7][CH2:6]1.N1C=CN=C1.[Si:18](Cl)([C:31]([CH3:34])([CH3:33])[CH3:32])([C:25]1[CH:30]=[CH:29][CH:28]=[CH:27][CH:26]=1)[C:19]1[CH:24]=[CH:23][CH:22]=[CH:21][CH:20]=1.C(OCC)C. The catalyst is CN(C=O)C. The product is [CH3:1][O:2][C:3](=[O:12])[CH2:4][N:5]1[CH2:10][CH2:9][CH:8]([O:11][Si:18]([C:31]([CH3:34])([CH3:33])[CH3:32])([C:25]2[CH:26]=[CH:27][CH:28]=[CH:29][CH:30]=2)[C:19]2[CH:24]=[CH:23][CH:22]=[CH:21][CH:20]=2)[CH2:7][CH2:6]1. The yield is 0.730. (6) The reactants are [Cl:1][C:2]1[CH:3]=[C:4]([NH2:15])[CH:5]=[CH:6][C:7]=1[C:8]1[CH:13]=[CH:12][C:11]([Cl:14])=[CH:10][CH:9]=1.[C:16](/[C:18](=[CH:24]\OCC)/[C:19]([O:21][CH2:22][CH3:23])=[O:20])#[N:17]. No catalyst specified. The product is [Cl:1][C:2]1[CH:3]=[C:4]([NH:15]/[CH:24]=[C:18](\[C:16]#[N:17])/[C:19]([O:21][CH2:22][CH3:23])=[O:20])[CH:5]=[CH:6][C:7]=1[C:8]1[CH:13]=[CH:12][C:11]([Cl:14])=[CH:10][CH:9]=1. The yield is 0.550. (7) The reactants are [Cl:1][C:2]1[CH:7]=[CH:6][CH:5]=[C:4]([Cl:8])[C:3]=1[C:9]1[C:25](=[O:26])[N:24]([CH3:27])[C:12]2[N:13]=[C:14]([NH:17][C:18]3[CH:23]=[CH:22][N:21]=[CH:20][CH:19]=3)[N:15]=[CH:16][C:11]=2[CH:10]=1.[CH3:28]CN(CCOC1C=CC(NC2N=C3C(C=C(C4C(Cl)=CC=CC=4Cl)C(N3C)=O)=CN=2)=CC=1)CC.C1COCC1.[Br:68]C[C:70]1[N:71]([CH3:78])[CH:72]=[C:73]([N+:75]([O-:77])=[O:76])[N:74]=1. The catalyst is CN1C(=O)CCC1. The product is [Br-:68].[Cl:8][C:4]1[CH:5]=[CH:6][CH:7]=[C:2]([Cl:1])[C:3]=1[C:9]1[C:25](=[O:26])[N:24]([CH3:27])[C:12]2[N:13]=[C:14]([NH:17][C:18]3[CH:23]=[CH:22][N+:21]([CH2:28][C:72]4[N:71]([CH3:78])[CH:70]=[N:74][C:73]=4[N+:75]([O-:77])=[O:76])=[CH:20][CH:19]=3)[N:15]=[CH:16][C:11]=2[CH:10]=1. The yield is 0.650. (8) The reactants are [S:1](=[O:5])(=O)([OH:3])[OH:2].[C:6]1([N:12]2[CH2:16][CH2:15][CH2:14][CH2:13]2)[CH:11]=[CH:10][CH:9]=[CH:8][CH:7]=1. The catalyst is C(OCC)C. The product is [N:12]1([C:6]2[CH:11]=[CH:10][C:9]([S:1]([OH:3])(=[O:5])=[O:2])=[CH:8][CH:7]=2)[CH2:16][CH2:15][CH2:14][CH2:13]1. The yield is 0.430. (9) The reactants are [CH2:1]([N:8]1[CH2:13][CH2:12][CH:11]([NH:14][CH2:15][C:16]2[CH:21]=[CH:20][CH:19]=[CH:18][C:17]=2[N+:22]([O-])=O)[CH2:10][CH2:9]1)[C:2]1[CH:7]=[CH:6][CH:5]=[CH:4][CH:3]=1. The catalyst is C(O)(=O)C.[Zn]. The product is [NH2:22][C:17]1[CH:18]=[CH:19][CH:20]=[CH:21][C:16]=1[CH2:15][NH:14][CH:11]1[CH2:12][CH2:13][N:8]([CH2:1][C:2]2[CH:3]=[CH:4][CH:5]=[CH:6][CH:7]=2)[CH2:9][CH2:10]1. The yield is 0.730. (10) The reactants are [CH3:1][NH:2][CH:3]1[CH2:8][CH2:7][CH2:6][N:5]([C:9]([O:11][C:12]([CH3:15])([CH3:14])[CH3:13])=[O:10])[CH2:4]1.CCN(C(C)C)C(C)C.Cl[C:26]([O:28][CH2:29][C:30]1[CH:35]=[CH:34][CH:33]=[CH:32][CH:31]=1)=[O:27]. The catalyst is C(Cl)Cl. The product is [CH2:29]([O:28][C:26]([N:2]([CH3:1])[CH:3]1[CH2:8][CH2:7][CH2:6][N:5]([C:9]([O:11][C:12]([CH3:14])([CH3:13])[CH3:15])=[O:10])[CH2:4]1)=[O:27])[C:30]1[CH:35]=[CH:34][CH:33]=[CH:32][CH:31]=1. The yield is 0.980.